Predict the reactants needed to synthesize the given product. From a dataset of Full USPTO retrosynthesis dataset with 1.9M reactions from patents (1976-2016). (1) Given the product [CH2:11]([N:8]1[C:9](=[O:10])[C:4]2=[CH:3][C:2]([O:1][CH:18]([CH3:20])[CH3:19])=[CH:16][CH:15]=[C:5]2[C:6]1=[O:7])[CH:12]([CH3:13])[CH3:14], predict the reactants needed to synthesize it. The reactants are: [OH:1][C:2]1[CH:3]=[C:4]2[C:9](=[O:10])[N:8]([CH2:11][CH:12]([CH3:14])[CH3:13])[C:6](=[O:7])[C:5]2=[CH:15][CH:16]=1.Br[CH:18]([CH3:20])[CH3:19].C(=O)([O-])[O-].[K+].[K+]. (2) Given the product [Cl:19][C:13]1[N:9]([C:3]2[CH:4]=[CH:5][C:6]([F:8])=[CH:7][C:2]=2[F:1])[N:10]=[CH:11][N:12]=1, predict the reactants needed to synthesize it. The reactants are: [F:1][C:2]1[CH:7]=[C:6]([F:8])[CH:5]=[CH:4][C:3]=1[N:9]1[CH:13]=[N:12][CH:11]=[N:10]1.C([Li])CCC.[Cl:19]C(Cl)(Cl)C(Cl)(Cl)Cl. (3) Given the product [CH3:3][O:4][C:45](=[O:46])[C:44]1[CH:43]=[CH:42][C:41]([NH:40][C:34]2[C:35]3[N:36]([CH:37]=[CH:38][N:39]=3)[C:31]([Br:30])=[CH:32][N:33]=2)=[CH:57][CH:56]=1, predict the reactants needed to synthesize it. The reactants are: N1(C2C=CC(NC3C4N(C=CN=4)C(C4C=CNC(=O)C=4)=CN=3)=CC=2)CC[O:4][CH2:3]C1.[Br:30][C:31]1[N:36]2[CH:37]=[CH:38][N:39]=[C:35]2[C:34]([NH:40][C:41]2[CH:57]=[CH:56][C:44]([C:45](NCC3C=CC(O)=CC=3)=[O:46])=[CH:43][CH:42]=2)=[N:33][CH:32]=1.CC1(C)C(C)(C)OB(C2C=NNC=2)O1.CC([O-])(C)C.[Na+]. (4) Given the product [C:34]([C:36]1[CH:41]=[CH:40][C:39]([N:42]2[C:6]([C:7]3[CH:8]=[C:9]([C:25]([O:27][CH2:28][CH3:29])=[O:26])[C:10](=[O:24])[N:11]([C:14]4[CH:19]=[CH:18][CH:17]=[C:16]([C:20]([F:23])([F:21])[F:22])[CH:15]=4)[C:12]=3[CH3:13])=[CH:5][CH:4]=[N:43]2)=[CH:38][CH:37]=1)#[N:35], predict the reactants needed to synthesize it. The reactants are: C(O[CH:4](OCC)[C:5]#[C:6][C:7]1[CH:8]=[C:9]([C:25]([O:27][CH2:28][CH3:29])=[O:26])[C:10](=[O:24])[N:11]([C:14]2[CH:19]=[CH:18][CH:17]=[C:16]([C:20]([F:23])([F:22])[F:21])[CH:15]=2)[C:12]=1[CH3:13])C.Cl.[C:34]([C:36]1[CH:41]=[CH:40][C:39]([NH:42][NH2:43])=[CH:38][CH:37]=1)#[N:35]. (5) Given the product [CH3:16][C:13]1([CH3:15])[C:12]([CH3:17])([CH3:18])[O:11][B:10]([C:35]2[CH2:34][CH2:33][C:32]3([O:49][CH2:48][CH2:47][O:46]3)[CH2:37][CH:36]=2)[O:14]1, predict the reactants needed to synthesize it. The reactants are: [B:10]1([B:10]2[O:14][C:13]([CH3:16])([CH3:15])[C:12]([CH3:18])([CH3:17])[O:11]2)[O:14][C:13]([CH3:16])([CH3:15])[C:12]([CH3:18])([CH3:17])[O:11]1.[C:32]1(P([C:32]2[CH:37]=[CH:36][CH:35]=[CH:34][CH:33]=2)[C:32]2[CH:37]=[CH:36][CH:35]=[CH:34][CH:33]=2)[CH:37]=[CH:36][CH:35]=[CH:34][CH:33]=1.C([O-])([O-])=O.[K+].[K+].[Na+].[Cl-].[O:46]1CC[O:49][CH2:48][CH2:47]1. (6) Given the product [Cl:3][C:4]1[CH:5]=[CH:6][C:7]2[CH2:13][CH2:12][C:11]3[CH:14]=[CH:15][CH:16]=[CH:17][C:10]=3[CH:9]([OH:18])[C:8]=2[CH:19]=1, predict the reactants needed to synthesize it. The reactants are: [BH4-].[Na+].[Cl:3][C:4]1[CH:5]=[CH:6][C:7]2[CH2:13][CH2:12][C:11]3[CH:14]=[CH:15][CH:16]=[CH:17][C:10]=3[C:9](=[O:18])[C:8]=2[CH:19]=1. (7) Given the product [C:1]([O:5][C:6]([N:8]1[CH:13]([C:14]([O:16][CH2:59][C:58]([C:51]2[CH:52]=[CH:53][C:54]3[C:55]4[C:46](=[CH:45][C:44]([C:41]5[NH:40][C:39]([CH:35]6[CH2:36][CH2:37][CH2:38][N:34]6[C:32]([O:31][C:27]([CH3:30])([CH3:29])[CH3:28])=[O:33])=[N:43][CH:42]=5)=[CH:57][CH:56]=4)[CH2:47][CH2:48][C:49]=3[CH:50]=2)=[O:61])=[O:15])[CH:12]2[CH2:17][CH:9]1[CH2:10][CH2:11]2)=[O:7])([CH3:4])([CH3:2])[CH3:3], predict the reactants needed to synthesize it. The reactants are: [C:1]([O:5][C:6]([N:8]1[CH:13]([C:14]([OH:16])=[O:15])[CH:12]2[CH2:17][CH:9]1[CH2:10][CH2:11]2)=[O:7])([CH3:4])([CH3:3])[CH3:2].CCN(C(C)C)C(C)C.[C:27]([O:31][C:32]([N:34]1[CH2:38][CH2:37][CH2:36][CH:35]1[C:39]1[NH:40][C:41]([C:44]2[CH:57]=[CH:56][C:55]3[C:54]4[C:49](=[CH:50][C:51]([C:58](=[O:61])[CH2:59]Br)=[CH:52][CH:53]=4)[CH2:48][CH2:47][C:46]=3[CH:45]=2)=[CH:42][N:43]=1)=[O:33])([CH3:30])([CH3:29])[CH3:28].